From a dataset of Catalyst prediction with 721,799 reactions and 888 catalyst types from USPTO. Predict which catalyst facilitates the given reaction. (1) Reactant: [Br:1][C:2]1[CH:3]=[N:4][C:5](Cl)=[N:6][CH:7]=1.[NH:9]1[CH2:13][CH2:12][CH2:11][C:10]1=[O:14].C([O-])([O-])=O.[K+].[K+].O. Product: [Br:1][C:2]1[CH:3]=[N:4][C:5]([N:9]2[CH2:13][CH2:12][CH2:11][C:10]2=[O:14])=[N:6][CH:7]=1. The catalyst class is: 60. (2) Reactant: [NH2:1][C:2]1[CH:7]=[C:6](F)[C:5]([F:9])=[CH:4][C:3]=1[N+:10]([O-:12])=[O:11].[CH3:13][O-:14].[Na+]. Product: [F:9][C:5]1[C:6]([O:14][CH3:13])=[CH:7][C:2]([NH2:1])=[C:3]([N+:10]([O-:12])=[O:11])[CH:4]=1. The catalyst class is: 5. (3) Reactant: CC1C=CC(S([O-])(=O)=O)=CC=1.C1C=C[NH+]=CC=1.[CH3:18][NH:19][C:20]([C:27]1[CH:32]=[CH:31][CH:30]=[CH:29][CH:28]=1)=[CH:21][C:22]([O:24][CH2:25][CH3:26])=[O:23].[Br:33][C:34]1[CH:40]=[CH:39]C(N)=[CH:36][C:35]=1[O:41][CH3:42]. Product: [Br:33][C:34]1[CH:40]=[CH:39][C:18]([NH:19][C:20]([C:27]2[CH:28]=[CH:29][CH:30]=[CH:31][CH:32]=2)=[CH:21][C:22]([O:24][CH2:25][CH3:26])=[O:23])=[CH:36][C:35]=1[O:41][CH3:42]. The catalyst class is: 2. (4) Reactant: FC(F)(F)S([O:6][Si:7]([C:10]([CH3:13])([CH3:12])[CH3:11])([CH3:9])[CH3:8])(=O)=O.[Br:16][C:17]1[CH:21]=[CH:20][O:19][C:18]=1[CH2:22][CH2:23]O.N1C=CC=CC=1.O. Product: [Br:16][C:17]1[CH:21]=[CH:20][O:19][C:18]=1[CH2:22][CH2:23][O:6][Si:7]([C:10]([CH3:13])([CH3:12])[CH3:11])([CH3:9])[CH3:8]. The catalyst class is: 2. (5) Reactant: C([O:3][C:4](=[O:19])[C:5]1[CH:10]=[C:9]([CH:11]([S:13][CH3:14])[CH3:12])[CH:8]=[N:7][C:6]=1[C:15]([F:18])([F:17])[F:16])C.[OH-].[Li+].Cl. Product: [CH3:14][S:13][CH:11]([C:9]1[CH:8]=[N:7][C:6]([C:15]([F:18])([F:17])[F:16])=[C:5]([CH:10]=1)[C:4]([OH:19])=[O:3])[CH3:12]. The catalyst class is: 7.